Dataset: Forward reaction prediction with 1.9M reactions from USPTO patents (1976-2016). Task: Predict the product of the given reaction. Given the reactants Cl.[NH:2]1[CH2:7][CH2:6][CH:5]([NH:8][C:9]([C:11]2[C:15]3[N:16]=[CH:17][N:18]=[C:19]([C:20]4[C:28]5[O:27][CH2:26][O:25][C:24]=5[CH:23]=[CH:22][C:21]=4[O:29][CH2:30][CH:31]4[CH2:34][CH2:33][CH2:32]4)[C:14]=3[NH:13][CH:12]=2)=[O:10])[CH2:4][CH2:3]1.[C:35](Cl)(=[O:37])[CH3:36], predict the reaction product. The product is: [C:35]([N:2]1[CH2:7][CH2:6][CH:5]([NH:8][C:9]([C:11]2[C:15]3[N:16]=[CH:17][N:18]=[C:19]([C:20]4[C:28]5[O:27][CH2:26][O:25][C:24]=5[CH:23]=[CH:22][C:21]=4[O:29][CH2:30][CH:31]4[CH2:32][CH2:33][CH2:34]4)[C:14]=3[NH:13][CH:12]=2)=[O:10])[CH2:4][CH2:3]1)(=[O:37])[CH3:36].